This data is from Forward reaction prediction with 1.9M reactions from USPTO patents (1976-2016). The task is: Predict the product of the given reaction. (1) The product is: [C:20]1([C:18]2[N:9]=[C:8]([C:3]3[CH:4]=[CH:5][CH:6]=[CH:7][N:2]=3)[S:10][C:17]=2[C:30]2[CH:35]=[CH:34][CH:33]=[CH:32][CH:31]=2)[C:29]2[C:24](=[CH:25][CH:26]=[CH:27][CH:28]=2)[CH:23]=[CH:22][CH:21]=1. Given the reactants Cl.[N:2]1[CH:7]=[CH:6][CH:5]=[CH:4][C:3]=1[C:8](=[S:10])[NH2:9].C(=O)([O-])[O-].[Ca+2].Br[CH:17]([C:30]1[CH:35]=[CH:34][CH:33]=[CH:32][CH:31]=1)[C:18]([C:20]1[C:29]2[C:24](=[CH:25][CH:26]=[CH:27][CH:28]=2)[CH:23]=[CH:22][CH:21]=1)=O.Cl, predict the reaction product. (2) Given the reactants [NH2:1][C:2]1[N:3]=[C:4](S(C)(=O)=O)[S:5][C:6]=1[C:7]#[N:8].[C:13]([NH:20][CH2:21][CH2:22][NH2:23])([O:15][C:16]([CH3:19])([CH3:18])[CH3:17])=[O:14].CCN(C(C)C)C(C)C.O, predict the reaction product. The product is: [C:16]([O:15][C:13](=[O:14])[NH:20][CH2:21][CH2:22][NH:23][C:4]1[S:5][C:6]([C:7]#[N:8])=[C:2]([NH2:1])[N:3]=1)([CH3:19])([CH3:17])[CH3:18]. (3) Given the reactants [O:1]=[C:2]1[C:14]2[CH:13]=[CH:12][CH:11]=[C:10]([C:15](O)=[O:16])[C:9]=2[C:8]2[C:3]1=[CH:4][CH:5]=[CH:6][CH:7]=2.C(Cl)(=O)C(Cl)=O.Cl.[F:25][C:26]1[CH:31]=[CH:30][C:29]([CH:32]([OH:46])[CH:33]([NH2:45])[CH2:34][C:35]2[CH:40]=[CH:39][C:38]([C:41]([F:44])([F:43])[F:42])=[CH:37][CH:36]=2)=[CH:28][CH:27]=1.C(=O)([O-])O.[Na+], predict the reaction product. The product is: [F:25][C:26]1[CH:27]=[CH:28][C:29]([CH:32]([OH:46])[CH:33]([NH:45][C:15]([C:10]2[C:9]3[C:8]4[C:3](=[CH:4][CH:5]=[CH:6][CH:7]=4)[C:2](=[O:1])[C:14]=3[CH:13]=[CH:12][CH:11]=2)=[O:16])[CH2:34][C:35]2[CH:40]=[CH:39][C:38]([C:41]([F:44])([F:43])[F:42])=[CH:37][CH:36]=2)=[CH:30][CH:31]=1. (4) The product is: [CH2:9]([O:5][CH:4]([O:21][CH2:22][CH3:23])[C:1]1([CH:6]=[O:7])[CH2:3][CH2:2]1)[CH3:10]. Given the reactants [C:1]1([CH:6]=[O:7])([CH:4]=[O:5])[CH2:3][CH2:2]1.O.[C:9]1(C)C=CC(S(O)(=O)=O)=C[CH:10]=1.C([O-])([O-])[O:21][CH2:22][CH3:23].[OH-].[Na+], predict the reaction product. (5) Given the reactants [OH:1][CH2:2][CH2:3][CH:4]([C:9]1[CH:14]=[CH:13][C:12]([C:15]([F:18])([F:17])[F:16])=[CH:11][CH:10]=1)[CH2:5][C:6]([NH2:8])=[O:7].N1C=CN=C1.[Si:24](Cl)([C:37]([CH3:40])([CH3:39])[CH3:38])([C:31]1[CH:36]=[CH:35][CH:34]=[CH:33][CH:32]=1)[C:25]1[CH:30]=[CH:29][CH:28]=[CH:27][CH:26]=1, predict the reaction product. The product is: [Si:24]([O:1][CH2:2][CH2:3][CH:4]([C:9]1[CH:14]=[CH:13][C:12]([C:15]([F:16])([F:17])[F:18])=[CH:11][CH:10]=1)[CH2:5][C:6]([NH2:8])=[O:7])([C:37]([CH3:40])([CH3:39])[CH3:38])([C:31]1[CH:32]=[CH:33][CH:34]=[CH:35][CH:36]=1)[C:25]1[CH:30]=[CH:29][CH:28]=[CH:27][CH:26]=1. (6) Given the reactants [O:1]([C:8]1[CH:13]=[CH:12][C:11]([CH2:14][C:15]([OH:17])=O)=[CH:10][CH:9]=1)[C:2]1[CH:7]=[CH:6][CH:5]=[CH:4][CH:3]=1.[CH2:18](Cl)CCl.C1C=CC2N(O)N=NC=2C=1.CCN(CC)CC.[N:39]1([C:44]2[C:52]3[C:47](=[CH:48][CH:49]=[C:50]([NH2:53])[CH:51]=3)[NH:46][N:45]=2)[CH:43]=[CH:42][N:41]=[CH:40]1, predict the reaction product. The product is: [CH2:2]([O:1][C:8]1[CH:9]=[CH:10][C:11]([CH2:14][C:15]([NH:53][C:50]2[CH:51]=[C:52]3[C:47](=[CH:48][CH:49]=2)[NH:46][N:45]=[C:44]3[N:39]2[CH:43]=[CH:42][N:41]=[CH:40]2)=[O:17])=[CH:12][CH:13]=1)[C:7]1[CH:6]=[CH:5][CH:4]=[CH:3][CH:18]=1.